This data is from Experimentally validated miRNA-target interactions with 360,000+ pairs, plus equal number of negative samples. The task is: Binary Classification. Given a miRNA mature sequence and a target amino acid sequence, predict their likelihood of interaction. (1) The miRNA is hsa-miR-21-5p with sequence UAGCUUAUCAGACUGAUGUUGA. The protein sequence of the target gene is MLVLFLLGTVFLLCPYWGELHDPIKATEIMCYECKKYHLGLCYGVMTSCSLKHKQSCAVENFYILTRKGQSMYHYSKLSCMTSCEDINFLGFTKRVELICCDHSNYCNLPEGV. Result: 1 (interaction). (2) The miRNA is hsa-miR-6793-3p with sequence UCCCCAACCCCUGCCCGCAG. The protein sequence of the target gene is MASLGVQLVGYILGLLGLLGTSIAMLLPNWRTSSYVGASIVTAVGFSKGLWMECATHSTGITQCDIYSTLLGLPADIQAAQAMMVTSSAMSSLACIISVVGMRCTVFCQDSRAKDRVAVVGGVFFILGGILGFIPVAWNLHGILRDFYSPLVPDSMKFEIGEALYLGIISALFSLVAGVILCFSCSPQGNRTNYYDGYQAQPLATRSSPRSAQQPKAKSEFNSYSLTGYV. Result: 0 (no interaction). (3) The miRNA is hsa-miR-129-5p with sequence CUUUUUGCGGUCUGGGCUUGC. The protein sequence of the target gene is MEAGPWRVSAPPSGPPQFPAVVPGPSLEVARAHMLALGPQQLLAQDEEGDTLLHLFAARGLRWAAYAAAEVLQVYRRLDIREHKGKTPLLVAAAANQPLIVEDLLNLGAEPNAADHQGRSVLHVAATYGLPGVLLAVLNSGVQVDLEARDFEGLTPLHTAILALNVAMRPSDLCPRVLSTQARDRLDCVHMLLQMGANHTSQEIKSNKTVLHLAVQAANPTLVQLLLELPRGDLRTFVNMKAHGNTALHMAAALPPGPAQEAIVRHLLAAGADPTLRNLENEQPVHLLRPGPGPEGLRQL.... Result: 1 (interaction).